From a dataset of Full USPTO retrosynthesis dataset with 1.9M reactions from patents (1976-2016). Predict the reactants needed to synthesize the given product. Given the product [CH2:26]([NH:28][C:29]1[S:30][CH:31]=[CH:32][N:33]=1)[CH3:27].[Cl:1][C:2]1[C:3]([C:35]2[S:36][CH:37]=[CH:38][N:39]=2)=[C:4]([NH:11][S:12]([C:15]2[CH:20]=[CH:19][C:18]([Cl:21])=[C:17]([C:22]([F:23])([F:25])[F:24])[CH:16]=2)(=[O:13])=[O:14])[C:5]([C:8]([NH:52][CH2:53][CH3:54])=[O:9])=[N:6][CH:7]=1, predict the reactants needed to synthesize it. The reactants are: [Cl:1][C:2]1[CH:3]=[C:4]([NH:11][S:12]([C:15]2[CH:20]=[CH:19][C:18]([Cl:21])=[C:17]([C:22]([F:25])([F:24])[F:23])[CH:16]=2)(=[O:14])=[O:13])[C:5]([C:8](O)=[O:9])=[N:6][CH:7]=1.[CH2:26]([NH:28][C:29]1[S:30][CH:31]=[CH:32][N:33]=1)[CH3:27].N[C:35]1[S:36][CH:37]=[CH:38][N:39]=1.[BH3-]C#N.[Na+].CN(C(O[N:52]1N=N[C:54]2C=CC=N[C:53]1=2)=[N+](C)C)C.F[P-](F)(F)(F)(F)F.CCN(C(C)C)C(C)C.